This data is from Forward reaction prediction with 1.9M reactions from USPTO patents (1976-2016). The task is: Predict the product of the given reaction. (1) Given the reactants [O:1]1[C:10]2[C:5](=[CH:6][CH:7]=[CH:8][CH:9]=2)[CH:4]([O:11][C:12]2[C:20]3[N:19]=[C:18]([CH3:21])[N:17]([CH3:22])[C:16]=3[CH:15]=[C:14]([C:23]([OH:25])=O)[CH:13]=2)[CH2:3][CH2:2]1.[NH:26]1[CH2:30][CH2:29][C@@H:28]([OH:31])[CH2:27]1, predict the reaction product. The product is: [O:1]1[C:10]2[C:5](=[CH:6][CH:7]=[CH:8][CH:9]=2)[CH:4]([O:11][C:12]2[C:20]3[N:19]=[C:18]([CH3:21])[N:17]([CH3:22])[C:16]=3[CH:15]=[C:14]([C:23]([N:26]3[CH2:30][CH2:29][C@@H:28]([OH:31])[CH2:27]3)=[O:25])[CH:13]=2)[CH2:3][CH2:2]1. (2) Given the reactants [CH3:1][O:2][C:3]1[CH:4]=[C:5]2[C:9](=[CH:10][C:11]=1[N+:12]([O-])=O)[C:8](=[O:15])[NH:7][CH2:6]2.C(OC1C=CC(C(N)=O)=CC=1[N+]([O-])=O)(C)C.C(OC1C=CC(C(N)=O)=CC=1N=C=S)(C)C, predict the reaction product. The product is: [NH2:12][C:11]1[CH:10]=[C:9]2[C:5]([CH2:6][NH:7][C:8]2=[O:15])=[CH:4][C:3]=1[O:2][CH3:1]. (3) Given the reactants [Cl:1][C:2]1[CH:3]=[C:4]2[C:12](=[CH:13][C:14]=1[Cl:15])[NH:11][C:10]1[C:9](=[O:16])[CH2:8][CH2:7][CH2:6][C:5]2=1.[CH3:17][Mg]Cl, predict the reaction product. The product is: [Cl:1][C:2]1[CH:3]=[C:4]2[C:12](=[CH:13][C:14]=1[Cl:15])[NH:11][C:10]1[C:9]([CH3:17])([OH:16])[CH2:8][CH2:7][CH2:6][C:5]2=1.